This data is from Peptide-MHC class II binding affinity with 134,281 pairs from IEDB. The task is: Regression. Given a peptide amino acid sequence and an MHC pseudo amino acid sequence, predict their binding affinity value. This is MHC class II binding data. The peptide sequence is AALPAVGAAAGAPAA. The MHC is HLA-DQA10501-DQB10301 with pseudo-sequence HLA-DQA10501-DQB10301. The binding affinity (normalized) is 0.670.